Predict the reaction yield, written as a fraction of the theoretical maximum amount of product (1.0 means a 100% yield; for example, 0.34 means a 34% yield). From a dataset of Reaction yield outcomes from USPTO patents with 853,638 reactions. (1) The reactants are [NH2:1][C:2]([NH2:4])=[O:3].[F:5][C:6]([F:17])([F:16])[C:7](=O)[CH:8](Cl)[C:9]([O:11][CH2:12][CH3:13])=[O:10]. The catalyst is CN(C=O)C.O. The product is [NH2:1][C:2]1[O:3][C:8]([C:9]([O:11][CH2:12][CH3:13])=[O:10])=[C:7]([C:6]([F:5])([F:17])[F:16])[N:4]=1. The yield is 0.740. (2) The reactants are [Cl:1][C:2]1[C:3]([NH2:9])=[C:4]([NH2:8])[CH:5]=[CH:6][CH:7]=1.O=[C:11]([C:17](OCC)=[O:18])[C:12]([O:14][CH2:15][CH3:16])=[O:13]. The catalyst is C(O)C. The product is [Cl:1][C:2]1[CH:7]=[CH:6][CH:5]=[C:4]2[C:3]=1[N:9]=[C:11]([C:12]([O:14][CH2:15][CH3:16])=[O:13])[C:17](=[O:18])[NH:8]2. The yield is 0.510. (3) The catalyst is C(Cl)Cl. The product is [C:24]([N:20]1[CH2:21][CH2:22][CH2:23][C@@:18]([CH2:32][CH2:33][CH2:34][O:35][S:37]([CH3:36])(=[O:39])=[O:38])([C:13]2[CH:14]=[CH:15][C:16]([Cl:17])=[C:11]([Cl:10])[CH:12]=2)[CH2:19]1)(=[O:25])[C:26]1[CH:31]=[CH:30][CH:29]=[CH:28][CH:27]=1. The reactants are C(N(C(C)C)CC)(C)C.[Cl:10][C:11]1[CH:12]=[C:13]([C:18]2([CH2:32][CH2:33][CH2:34][OH:35])[CH2:23][CH2:22][CH2:21][N:20]([C:24]([C:26]3[CH:31]=[CH:30][CH:29]=[CH:28][CH:27]=3)=[O:25])[CH2:19]2)[CH:14]=[CH:15][C:16]=1[Cl:17].[CH3:36][S:37](Cl)(=[O:39])=[O:38]. The yield is 0.993. (4) The reactants are Br[C:2]1[CH:7]=[CH:6][C:5](/[CH:8]=[CH:9]/[C:10]2[N:11]([CH2:23][C:24]3[CH:29]=[CH:28][C:27]([NH:30][S:31]([CH3:34])(=[O:33])=[O:32])=[CH:26][CH:25]=3)[CH:12]=[C:13]([C:15]3[CH:20]=[CH:19][C:18]([Cl:21])=[CH:17][C:16]=3[Cl:22])[N:14]=2)=[CH:4][CH:3]=1.[CH3:35][O:36][C:37]([C:39]1[CH:40]=[C:41](B(O)O)[CH:42]=[CH:43][CH:44]=1)=[O:38]. No catalyst specified. The product is [CH3:35][O:36][C:37]([C:39]1[CH:44]=[C:43]([C:2]2[CH:7]=[CH:6][C:5](/[CH:8]=[CH:9]/[C:10]3[N:11]([CH2:23][C:24]4[CH:25]=[CH:26][C:27]([NH:30][S:31]([CH3:34])(=[O:32])=[O:33])=[CH:28][CH:29]=4)[CH:12]=[C:13]([C:15]4[CH:20]=[CH:19][C:18]([Cl:21])=[CH:17][C:16]=4[Cl:22])[N:14]=3)=[CH:4][CH:3]=2)[CH:42]=[CH:41][CH:40]=1)=[O:38]. The yield is 0.680.